From a dataset of Reaction yield outcomes from USPTO patents with 853,638 reactions. Predict the reaction yield, written as a fraction of the theoretical maximum amount of product (1.0 means a 100% yield; for example, 0.34 means a 34% yield). The reactants are [CH2:1]([NH:3][C:4]([NH:6][C:7]1[S:8][C:9]2[C:15]([C:16]3[CH:21]=[CH:20][CH:19]=[CH:18][N:17]=3)=[CH:14][C:13]([N:22]3[CH:26]=[C:25]([CH:27]=[O:28])[N:24]=[N:23]3)=[CH:12][C:10]=2[N:11]=1)=[O:5])[CH3:2].Br[Mg][CH3:31].CCOCC.[NH4+].[Cl-]. The catalyst is C1COCC1. The product is [CH2:1]([NH:3][C:4]([NH:6][C:7]1[S:8][C:9]2[C:15]([C:16]3[CH:21]=[CH:20][CH:19]=[CH:18][N:17]=3)=[CH:14][C:13]([N:22]3[CH:26]=[C:25]([CH:27]([OH:28])[CH3:31])[N:24]=[N:23]3)=[CH:12][C:10]=2[N:11]=1)=[O:5])[CH3:2]. The yield is 0.0400.